This data is from Forward reaction prediction with 1.9M reactions from USPTO patents (1976-2016). The task is: Predict the product of the given reaction. Given the reactants [F:1][C:2]1[N:12]=[CH:11][C:10]2[C:9](=[O:13])[N:8]3[CH2:14][C@H:15]([C:18]([OH:20])=[O:19])[CH2:16][CH2:17][C@H:7]3[CH2:6][CH2:5][C:4]=2[CH:3]=1.S(Cl)(Cl)=O.[Cl:25][C:26]1[CH:27]=[C:28]([C:31](=[N:33]O)[NH2:32])[NH:29][CH:30]=1.C(N(CC)CC)C, predict the reaction product. The product is: [Cl:25][C:26]1[CH:27]=[C:28]([C:31](=[N:32][O:19][C:18]([C@H:15]2[CH2:14][N:8]3[C:9](=[O:13])[C:10]4[CH:11]=[N:12][C:2]([F:1])=[CH:3][C:4]=4[CH2:5][CH2:6][C@@H:7]3[CH2:17][CH2:16]2)=[O:20])[NH2:33])[NH:29][CH:30]=1.